From a dataset of Reaction yield outcomes from USPTO patents with 853,638 reactions. Predict the reaction yield, written as a fraction of the theoretical maximum amount of product (1.0 means a 100% yield; for example, 0.34 means a 34% yield). The reactants are [F:1][C:2]1([F:17])[O:6][C:5]2[CH:7]=[CH:8][C:9]([C:11]3([C:14]([OH:16])=O)[CH2:13][CH2:12]3)=[CH:10][C:4]=2[O:3]1.S(Cl)(Cl)=O.N1CCCCC1.[NH2:28][C:29]1[CH:30]=[C:31]2[C:35](=[CH:36][C:37]=1[F:38])[N:34]([CH2:39][C@H:40]1[CH2:44][O:43][C:42]([CH3:46])([CH3:45])[O:41]1)[C:33]([C:47]([CH3:51])([CH3:50])[CH2:48][OH:49])=[CH:32]2.C(N(CC)CC)C. The catalyst is CN(C=O)C.ClCCl. The product is [F:17][C:2]1([F:1])[O:6][C:5]2[CH:7]=[CH:8][C:9]([C:11]3([C:14]([NH:28][C:29]4[CH:30]=[C:31]5[C:35](=[CH:36][C:37]=4[F:38])[N:34]([CH2:39][C@H:40]4[CH2:44][O:43][C:42]([CH3:45])([CH3:46])[O:41]4)[C:33]([C:47]([CH3:51])([CH3:50])[CH2:48][OH:49])=[CH:32]5)=[O:16])[CH2:12][CH2:13]3)=[CH:10][C:4]=2[O:3]1. The yield is 0.960.